This data is from Serine/threonine kinase 33 screen with 319,792 compounds. The task is: Binary Classification. Given a drug SMILES string, predict its activity (active/inactive) in a high-throughput screening assay against a specified biological target. (1) The compound is S1(=O)(=O)CC(NC(=O)Cn2c3c(nc2CC)cccc3)CC1. The result is 0 (inactive). (2) The molecule is Brc1cc(C(=O)Nc2cc(S(=O)(=O)N(C)C)ccc2)cnc1. The result is 0 (inactive). (3) The molecule is OC1(C(=C2N(C(Cc3c2ccc2c3cccc2)(C)C)C1=O)C(OCC)=O)CC=C. The result is 0 (inactive). (4) The compound is S(CC(=O)Nc1cc(NC(=O)CSc2ncccc2)cc(c1)C)c1ncccc1. The result is 0 (inactive).